From a dataset of Full USPTO retrosynthesis dataset with 1.9M reactions from patents (1976-2016). Predict the reactants needed to synthesize the given product. (1) Given the product [Cl:33][C:30]1[CH:29]=[CH:28][C:27]([NH:26][C:18]2[N:17]=[C:16]([N:5]3[C:4]([CH3:3])=[CH:8][C:7]([CH3:9])=[N:6]3)[N:24]=[C:23]3[C:19]=2[N:20]=[CH:21][N:22]3[CH3:25])=[CH:32][CH:31]=1, predict the reactants needed to synthesize it. The reactants are: [H-].[Na+].[CH3:3][C:4]1[CH:8]=[C:7]([CH3:9])[NH:6][N:5]=1.CN(C)C=O.Cl[C:16]1[N:24]=[C:23]2[C:19]([N:20]=[CH:21][N:22]2[CH3:25])=[C:18]([NH:26][C:27]2[CH:32]=[CH:31][C:30]([Cl:33])=[CH:29][CH:28]=2)[N:17]=1. (2) Given the product [F:1][C:2]([F:32])([F:31])[C:3]1[CH:4]=[C:5]([NH:9][C:10]([N:12]2[CH2:18][CH2:17][CH2:16][CH2:15][C:14]3[CH:19]=[C:20]([O:23][C:24]4[CH:29]=[C:28]([N:33]=[N+:34]=[N-:35])[N:27]=[CH:26][N:25]=4)[CH:21]=[CH:22][C:13]2=3)=[O:11])[CH:6]=[CH:7][CH:8]=1, predict the reactants needed to synthesize it. The reactants are: [F:1][C:2]([F:32])([F:31])[C:3]1[CH:4]=[C:5]([NH:9][C:10]([N:12]2[CH2:18][CH2:17][CH2:16][CH2:15][C:14]3[CH:19]=[C:20]([O:23][C:24]4[CH:29]=[C:28](Cl)[N:27]=[CH:26][N:25]=4)[CH:21]=[CH:22][C:13]2=3)=[O:11])[CH:6]=[CH:7][CH:8]=1.[N-:33]=[N+:34]=[N-:35].[Na+].